The task is: Predict which catalyst facilitates the given reaction.. This data is from Catalyst prediction with 721,799 reactions and 888 catalyst types from USPTO. Reactant: [NH2:1][C:2]1[CH:7]=[CH:6][C:5]([C:8]([CH3:12])([CH3:11])[C:9]#[N:10])=[C:4]([C:13]2[S:14][CH:15]=[CH:16][CH:17]=2)[CH:3]=1.[CH3:18][O:19][C:20]1[CH:21]=[C:22]([CH:26]=[CH:27][C:28]=1[O:29][CH3:30])[C:23](Cl)=[O:24]. Product: [C:9]([C:8]([CH3:12])([CH3:11])[C:5]1[CH:6]=[CH:7][C:2]([NH:1][C:23](=[O:24])[C:22]2[CH:26]=[CH:27][C:28]([O:29][CH3:30])=[C:20]([O:19][CH3:18])[CH:21]=2)=[CH:3][C:4]=1[C:13]1[S:14][CH:15]=[CH:16][CH:17]=1)#[N:10]. The catalyst class is: 2.